This data is from Experimentally validated miRNA-target interactions with 360,000+ pairs, plus equal number of negative samples. The task is: Binary Classification. Given a miRNA mature sequence and a target amino acid sequence, predict their likelihood of interaction. (1) The miRNA is mmu-miR-181a-5p with sequence AACAUUCAACGCUGUCGGUGAGU. The protein sequence of the target gene is MGFCKADAATSFLRAARSGNLDKALDHLRNGVDINTCNQNGLNGLHLASKEGHVKMVVELLHKEIILETTTKKGNTALHIAALAGQDEVVRELVNYGANVNAQSQKGFTPLYMAAQENHLEVVKFLLENGANQNVATEDGFTPLAVALQQGHENVVAHLINYGTKGKVRLPALHIAARNDDTRTAAVLLQNDPNPDVLSKTGFTPLHIAAHYENLNVAQLLLNRGASVNFTPQNGITPLHIASRRGNVIMVRLLLDRGAQIETRTKDELTPLHCAARNGHVRISEILLDHGAPIQAKTKN.... Result: 1 (interaction). (2) The miRNA is mmu-miR-3087-3p with sequence UAACUCACUGUCAUGUCCUCA. The protein sequence of the target gene is MGLLWYLMSLSFYGILQSHASERCDDWGLDTMRQIQVFEDEPARIKCPLFEHFLKYNYSTAHSSGLTLIWYWTRQDRDLEEPINFRLPENRISKEKDVLWFRPTLLNDTGNYTCMLRNTTYCSKVAFPLEVVQKDSCFNSAMRFPVHKMYIEHGIHKITCPNVDGYFPSSVKPSVTWYKGCTEIVDFHNVLPEGMNLSFFIPLVSNNGNYTCVVTYPENGRLFHLTRTVTVKVVGSPKDALPPQIYSPNDRVVYEKEPGEELVIPCKVYFSFIMDSHNEVWWTIDGKKPDDVTVDITINE.... Result: 0 (no interaction).